From a dataset of Full USPTO retrosynthesis dataset with 1.9M reactions from patents (1976-2016). Predict the reactants needed to synthesize the given product. (1) Given the product [OH:35][CH2:34][CH2:33][O:32]/[N:31]=[C:28](/[C:25]1[CH:26]=[CH:27][C:22]2[N:23]([C:19]([S:18][C:14]3[CH:15]=[C:16]4[C:11](=[CH:12][CH:13]=3)[N:10]=[CH:9][C:8]([N:5]3[CH2:6][CH2:7][CH:2]([OH:1])[CH2:3][CH2:4]3)=[CH:17]4)=[N:20][N:21]=2)[CH:24]=1)\[CH3:29], predict the reactants needed to synthesize it. The reactants are: [OH:1][CH:2]1[CH2:7][CH2:6][N:5]([C:8]2[CH:9]=[N:10][C:11]3[C:16]([CH:17]=2)=[CH:15][C:14]([S:18][C:19]2[N:23]4[CH:24]=[C:25]([C:28](=O)[CH3:29])[CH:26]=[CH:27][C:22]4=[N:21][N:20]=2)=[CH:13][CH:12]=3)[CH2:4][CH2:3]1.[NH2:31][O:32][CH2:33][CH2:34][OH:35].Cl. (2) Given the product [NH2:27][CH2:26][C@@H:16]1[C@@H:15]([NH:14][C:10]2[N:9]=[C:8]([N:1]3[CH2:7][CH2:6][CH2:5][CH2:4][CH2:3][CH2:2]3)[CH:13]=[CH:12][N:11]=2)[CH2:19][CH2:18][N:17]1[CH:20]1[CH2:21][CH2:22][CH2:23][CH2:24][CH2:25]1, predict the reactants needed to synthesize it. The reactants are: [N:1]1([C:8]2[CH:13]=[CH:12][N:11]=[C:10]([NH:14][C@H:15]3[CH2:19][CH2:18][N:17]([CH:20]4[CH2:25][CH2:24][CH2:23][CH2:22][CH2:21]4)[C@@H:16]3[CH2:26][N:27]=[N+]=[N-])[N:9]=2)[CH2:7][CH2:6][CH2:5][CH2:4][CH2:3][CH2:2]1. (3) Given the product [N:16]1([C:9]([O:11][C:12]([CH3:13])([CH3:14])[CH3:15])=[O:10])[CH2:21][CH2:20][CH2:19][CH:18]([C:22]([O:24][CH2:25][CH3:26])=[O:23])[CH2:17]1, predict the reactants needed to synthesize it. The reactants are: [C:12]([O:11][C:9](O[C:9]([O:11][C:12]([CH3:15])([CH3:14])[CH3:13])=[O:10])=[O:10])([CH3:15])([CH3:14])[CH3:13].[NH:16]1[CH2:21][CH2:20][CH2:19][CH:18]([C:22]([O:24][CH2:25][CH3:26])=[O:23])[CH2:17]1. (4) Given the product [CH2:20]([C:22]1[CH:27]=[CH:26][CH:25]=[CH:24][C:23]=1[O:28][C:29]1[N:34]=[CH:33][C:32]([N:35]2[C:36](=[O:40])[C@@H:37]([CH3:39])[NH:38][C:9]2=[O:11])=[CH:31][CH:30]=1)[CH3:21], predict the reactants needed to synthesize it. The reactants are: C(N(CC)CC)C.Cl[C:9](Cl)([O:11]C(=O)OC(Cl)(Cl)Cl)Cl.[CH2:20]([C:22]1[CH:27]=[CH:26][CH:25]=[CH:24][C:23]=1[O:28][C:29]1[N:34]=[CH:33][C:32]([NH:35][C:36](=[O:40])[C@@H:37]([CH3:39])[NH2:38])=[CH:31][CH:30]=1)[CH3:21]. (5) The reactants are: [F:1][C:2]1[CH:7]=[CH:6][C:5]([CH:8]([OH:27])[CH:9]([CH2:13][C:14]2[CH:19]=[CH:18][CH:17]=[C:16]([O:20][C:21]3[CH:26]=[CH:25][CH:24]=[CH:23][CH:22]=3)[CH:15]=2)C(O)=O)=[CH:4][CH:3]=1.C1(P(N=[N+]=[N-])(C2C=CC=CC=2)=O)C=CC=CC=1.C([N:47]([CH2:50]C)CC)C.[OH2:52]. Given the product [F:1][C:2]1[CH:7]=[CH:6][C:5]([CH:8]2[O:27][C:50](=[O:52])[NH:47][CH:9]2[CH2:13][C:14]2[CH:19]=[CH:18][CH:17]=[C:16]([O:20][C:21]3[CH:26]=[CH:25][CH:24]=[CH:23][CH:22]=3)[CH:15]=2)=[CH:4][CH:3]=1, predict the reactants needed to synthesize it. (6) Given the product [Cl:1][C:2]1[C:37]([Cl:38])=[CH:36][C:5]2[N:6]=[C:7]([C:9]3[CH:10]=[C:11]4[C:15](=[CH:16][CH:17]=3)[NH:14][C:13]([CH:28]=[C:29]3[S:33][C:32](=[O:34])[NH:31][C:30]3=[O:35])=[CH:12]4)[NH:8][C:4]=2[CH:3]=1, predict the reactants needed to synthesize it. The reactants are: [Cl:1][C:2]1[C:37]([Cl:38])=[CH:36][C:5]2[N:6]=[C:7]([C:9]3[CH:10]=[C:11]4[C:15](=[CH:16][CH:17]=3)[N:14](S(C3C=CC(C)=CC=3)(=O)=O)[C:13]([CH:28]=[C:29]3[S:33][C:32](=[O:34])[NH:31][C:30]3=[O:35])=[CH:12]4)[NH:8][C:4]=2[CH:3]=1.[OH-].[Na+].C(N1C=CN=C1)(N1C=CN=C1)=O.Cl. (7) Given the product [CH3:1][N:2]([CH2:13][C:14]1[N:18]([CH2:19][C@H:20]2[CH2:25][CH2:24][CH2:23][N:22]([CH2:26][C@H:27]3[CH2:31][CH2:30][CH2:29][N:28]3[CH3:36])[CH2:21]2)[C:17]2[CH:32]=[CH:33][CH:34]=[CH:35][C:16]=2[N:15]=1)[C@@H:3]1[C:12]2[N:11]=[CH:10][CH:9]=[CH:8][C:7]=2[CH2:6][CH2:5][CH2:4]1, predict the reactants needed to synthesize it. The reactants are: [CH3:1][N:2]([CH2:13][C:14]1[N:18]([CH2:19][C@H:20]2[CH2:25][CH2:24][CH2:23][N:22]([CH2:26][C@H:27]3[CH2:31][CH2:30][CH2:29][NH:28]3)[CH2:21]2)[C:17]2[CH:32]=[CH:33][CH:34]=[CH:35][C:16]=2[N:15]=1)[C@@H:3]1[C:12]2[N:11]=[CH:10][CH:9]=[CH:8][C:7]=2[CH2:6][CH2:5][CH2:4]1.[CH3:36]N(CC1N(CC2CCCN(C)C2)C2C=CC=CC=2N=1)C1C2N=CC=CC=2CCC1.